From a dataset of Full USPTO retrosynthesis dataset with 1.9M reactions from patents (1976-2016). Predict the reactants needed to synthesize the given product. (1) Given the product [NH2:1][C:2]1[C:3]([C:7]2[N:8]([CH2:29][CH3:30])[C:9]3[CH:14]=[C:13]([CH2:15][N:16]4[C:24](=[O:25])[C:23]5[C:18](=[CH:19][CH:20]=[CH:21][CH:22]=5)[C:17]4=[O:26])[N:12]=[C:11]([C:35]#[C:34][C:32]([OH:36])([CH3:33])[CH3:31])[C:10]=3[N:28]=2)=[N:4][O:5][N:6]=1, predict the reactants needed to synthesize it. The reactants are: [NH2:1][C:2]1[C:3]([C:7]2[N:8]([CH2:29][CH3:30])[C:9]3[CH:14]=[C:13]([CH2:15][N:16]4[C:24](=[O:25])[C:23]5[C:18](=[CH:19][CH:20]=[CH:21][CH:22]=5)[C:17]4=[O:26])[N:12]=[C:11](Cl)[C:10]=3[N:28]=2)=[N:4][O:5][N:6]=1.[CH3:31][C:32]([OH:36])([C:34]#[CH:35])[CH3:33]. (2) Given the product [CH:1]1([C:4]2[N:8]([C:9]3[N:17]=[C:16]4[C:12]([N:13]=[C:14]([CH2:19][N:39]5[CH2:40][CH:37]([CH:34]6[CH2:35][CH2:36][O:31][CH2:32][CH2:33]6)[CH2:38]5)[N:15]4[CH3:18])=[C:11]([N:21]4[CH2:26][CH2:25][O:24][CH2:23][CH2:22]4)[N:10]=3)[C:7]3[CH:27]=[CH:28][CH:29]=[CH:30][C:6]=3[N:5]=2)[CH2:2][CH2:3]1, predict the reactants needed to synthesize it. The reactants are: [CH:1]1([C:4]2[N:8]([C:9]3[N:17]=[C:16]4[C:12]([N:13]=[C:14]([CH:19]=O)[N:15]4[CH3:18])=[C:11]([N:21]4[CH2:26][CH2:25][O:24][CH2:23][CH2:22]4)[N:10]=3)[C:7]3[CH:27]=[CH:28][CH:29]=[CH:30][C:6]=3[N:5]=2)[CH2:3][CH2:2]1.[O:31]1[CH2:36][CH2:35][CH:34]([CH:37]2[CH2:40][NH:39][CH2:38]2)[CH2:33][CH2:32]1.C(O[BH-](OC(=O)C)OC(=O)C)(=O)C.[Na+]. (3) Given the product [F:57][C:58]1([C:107]([OH:109])=[O:108])[CH2:59][CH2:60][C:61](=[CH:64][C:65]2[C:66]([CH3:106])([CH3:105])[C@H:67]3[C@:80]([CH3:83])([CH2:81][CH:82]=2)[C@@H:79]2[C@:70]([CH3:104])([C@@:71]4([CH3:103])[C@H:76]([CH2:77][CH2:78]2)[C@H:75]2[C@H:84]([C:87]([CH3:89])=[CH2:88])[CH2:85][CH2:86][C@:74]2([NH:90][CH2:91][CH2:92][N:93]2[CH2:94][CH2:95][CH:96]([S:99]([CH3:102])(=[O:100])=[O:101])[CH2:97][CH2:98]2)[CH2:73][CH2:72]4)[CH2:69][CH2:68]3)[CH2:62][CH2:63]1, predict the reactants needed to synthesize it. The reactants are: C(OC(NC1(C(O)=O)CC1/C=C/C1C(C)(C)[C@H]2[C@](C)(CC=1)[C@@H]1[C@](C)([C@@]3(C)[C@H](CC1)[C@H]1[C@H](C(C)=C)CC[C@]1(NCCN1CCS(=O)(=O)CC1)CC3)CC2)=O)(C)(C)C.[F:57][C:58]1([C:107]([O:109]CC)=[O:108])[CH2:63][CH2:62][C:61](=[CH:64][C:65]2[C:66]([CH3:106])([CH3:105])[C@H:67]3[C@:80]([CH3:83])([CH2:81][CH:82]=2)[C@@H:79]2[C@:70]([CH3:104])([C@@:71]4([CH3:103])[C@H:76]([CH2:77][CH2:78]2)[C@H:75]2[C@H:84]([C:87]([CH3:89])=[CH2:88])[CH2:85][CH2:86][C@:74]2([NH:90][CH2:91][CH2:92][N:93]2[CH2:98][CH2:97][CH:96]([S:99]([CH3:102])(=[O:101])=[O:100])[CH2:95][CH2:94]2)[CH2:73][CH2:72]4)[CH2:69][CH2:68]3)[CH2:60][CH2:59]1. (4) Given the product [Br:16][C:13]1[CH:14]=[CH:15][C:10]([O:8][C:5]2[CH:6]=[CH:7][C:2]([F:1])=[CH:3][CH:4]=2)=[N:11][CH:12]=1, predict the reactants needed to synthesize it. The reactants are: [F:1][C:2]1[CH:7]=[CH:6][C:5]([OH:8])=[CH:4][CH:3]=1.Br[C:10]1[CH:15]=[CH:14][C:13]([Br:16])=[CH:12][N:11]=1.CN(C)C=O.[H-].[Na+].